From a dataset of Forward reaction prediction with 1.9M reactions from USPTO patents (1976-2016). Predict the product of the given reaction. (1) Given the reactants [CH3:1][O:2][C:3]1[C:12]([NH:13][C:14](=[O:18])OCC)=[N:11][C:10]2[C:5](=[CH:6][CH:7]=[C:8]([CH3:19])[CH:9]=2)[N:4]=1.[CH3:20][O:21][C:22]1[CH:27]=[CH:26][CH:25]=[CH:24][C:23]=1[N:28]1[CH2:33][CH2:32][NH:31][CH2:30][CH2:29]1, predict the reaction product. The product is: [CH3:1][O:2][C:3]1[C:12]([NH:13][C:14]([N:31]2[CH2:30][CH2:29][N:28]([C:23]3[CH:24]=[CH:25][CH:26]=[CH:27][C:22]=3[O:21][CH3:20])[CH2:33][CH2:32]2)=[O:18])=[N:11][C:10]2[C:5](=[CH:6][CH:7]=[C:8]([CH3:19])[CH:9]=2)[N:4]=1. (2) Given the reactants Cl.[S:2]1[CH:6]=[CH:5][N:4]=[C:3]1[CH2:7][NH2:8].[CH:9](OCC)=[O:10].C(N(CC)C(C)C)(C)C, predict the reaction product. The product is: [S:2]1[CH:6]=[CH:5][N:4]=[C:3]1[CH2:7][NH:8][CH:9]=[O:10]. (3) Given the reactants [O:1]=[C:2]1[N:8]([CH:9]2[CH2:14][CH2:13][N:12]([C:15]([O:17][C@@H:18]([C:30]([OH:32])=O)[CH2:19][C:20]3[CH:25]=[CH:24][C:23]([CH2:26][CH3:27])=[C:22]([CH2:28][CH3:29])[CH:21]=3)=[O:16])[CH2:11][CH2:10]2)[CH2:7][CH2:6][C:5]2[CH:33]=[CH:34][CH:35]=[CH:36][C:4]=2[NH:3]1.CN(C(ON1N=NC2C=CC=CC1=2)=[N+](C)C)C.[B-](F)(F)(F)F.C(N(C(C)C)C(C)C)C.[CH3:68][N:69]1[CH2:74][CH2:73][CH:72]([N:75]2[CH2:80][CH2:79][NH:78][CH2:77][CH2:76]2)[CH2:71][CH2:70]1.C([O-])(O)=O.[Na+], predict the reaction product. The product is: [O:1]=[C:2]1[N:8]([CH:9]2[CH2:10][CH2:11][N:12]([C:15]([O:17][C@H:18]([CH2:19][C:20]3[CH:25]=[CH:24][C:23]([CH2:26][CH3:27])=[C:22]([CH2:28][CH3:29])[CH:21]=3)[C:30]([N:78]3[CH2:77][CH2:76][N:75]([CH:72]4[CH2:73][CH2:74][N:69]([CH3:68])[CH2:70][CH2:71]4)[CH2:80][CH2:79]3)=[O:32])=[O:16])[CH2:13][CH2:14]2)[CH2:7][CH2:6][C:5]2[CH:33]=[CH:34][CH:35]=[CH:36][C:4]=2[NH:3]1. (4) Given the reactants [CH2:1]([O:8][C:9]([N:11]1[CH2:16][CH2:15][CH:14]([NH:17][C:18]2[CH:23]=[CH:22][C:21]([F:24])=[C:20]([F:25])[CH:19]=2)[CH2:13][CH2:12]1)=[O:10])[C:2]1[CH:7]=[CH:6][CH:5]=[CH:4][CH:3]=1.C(N(CC)CC)C.[C:33](Cl)(=[O:36])[CH2:34][CH3:35], predict the reaction product. The product is: [CH2:1]([O:8][C:9]([N:11]1[CH2:12][CH2:13][CH:14]([N:17]([C:18]2[CH:23]=[CH:22][C:21]([F:24])=[C:20]([F:25])[CH:19]=2)[C:33](=[O:36])[CH2:34][CH3:35])[CH2:15][CH2:16]1)=[O:10])[C:2]1[CH:3]=[CH:4][CH:5]=[CH:6][CH:7]=1. (5) Given the reactants [C:1]([O:5][C:6]([N:8]1[CH2:12][CH2:11][CH:10]([NH:13][CH2:14][C:15]([O:17][CH3:18])=[O:16])[CH2:9]1)=[O:7])([CH3:4])([CH3:3])[CH3:2].[Cl:19][C:20]1[CH:27]=[CH:26][C:23]([CH:24]=O)=[CH:22][CH:21]=1.C(O[BH-](OC(=O)C)OC(=O)C)(=O)C.[Na+].C(O)(=O)C, predict the reaction product. The product is: [C:1]([O:5][C:6]([N:8]1[CH2:12][CH2:11][CH:10]([N:13]([CH2:24][C:23]2[CH:26]=[CH:27][C:20]([Cl:19])=[CH:21][CH:22]=2)[CH2:14][C:15]([O:17][CH3:18])=[O:16])[CH2:9]1)=[O:7])([CH3:4])([CH3:3])[CH3:2]. (6) Given the reactants Br.Br.[CH3:3][C@@H:4]1[CH2:9][NH:8][C@H:7]([CH3:10])[CH2:6][NH:5]1.CCN(CC)CC.[CH3:18][C:19]([O:22][C:23](O[C:23]([O:22][C:19]([CH3:21])([CH3:20])[CH3:18])=[O:24])=[O:24])([CH3:21])[CH3:20], predict the reaction product. The product is: [C:19]([O:22][C:23]([N:5]1[CH2:6][C@@H:7]([CH3:10])[NH:8][CH2:9][C@H:4]1[CH3:3])=[O:24])([CH3:21])([CH3:20])[CH3:18]. (7) Given the reactants [CH2:1]([O:8][C:9]1[CH:14]=[CH:13][C:12](/[CH:15]=[CH:16]/[N+:17]([O-:19])=[O:18])=[CH:11][N:10]=1)[C:2]1[CH:7]=[CH:6][CH:5]=[CH:4][CH:3]=1.C(O)(=O)C.[B-].[Na+].O, predict the reaction product. The product is: [CH2:1]([O:8][C:9]1[CH:14]=[CH:13][C:12]([CH2:15][CH2:16][N+:17]([O-:19])=[O:18])=[CH:11][N:10]=1)[C:2]1[CH:7]=[CH:6][CH:5]=[CH:4][CH:3]=1. (8) Given the reactants Cl.Cl.[CH3:3][N:4]1[CH:12]=[C:11]2[C:6]([CH:7]=[CH:8][CH:9]=[C:10]2[C@@H:13]2[CH2:15][C@H:14]2[CH2:16][NH2:17])=[N:5]1.C(N(CC)CC)C.[C:25](O[C:25](=[O:28])[CH2:26][CH3:27])(=[O:28])[CH2:26][CH3:27], predict the reaction product. The product is: [CH3:3][N:4]1[CH:12]=[C:11]2[C:6]([CH:7]=[CH:8][CH:9]=[C:10]2[C@@H:13]2[CH2:15][C@H:14]2[CH2:16][NH:17][C:25](=[O:28])[CH2:26][CH3:27])=[N:5]1. (9) Given the reactants [C:1]([N:5]1[C:9]([C:10]2[CH:15]=[CH:14][C:13]([F:16])=[CH:12][CH:11]=2)=[C:8]([C:17]2[S:18][CH:19]=[C:20]([CH2:22][C:23](O)=[O:24])[N:21]=2)[CH:7]=[N:6]1)([CH3:4])([CH3:3])[CH3:2].CN(C(ON1N=NC2C=CC=NC1=2)=[N+](C)C)C.F[P-](F)(F)(F)(F)F.CCN(C(C)C)C(C)C.O.Cl.[NH:61]1[CH2:66][CH2:65][C:64](=[O:67])[CH2:63][CH2:62]1, predict the reaction product. The product is: [C:1]([N:5]1[C:9]([C:10]2[CH:11]=[CH:12][C:13]([F:16])=[CH:14][CH:15]=2)=[C:8]([C:17]2[S:18][CH:19]=[C:20]([CH2:22][C:23]([N:61]3[CH2:66][CH2:65][C:64](=[O:67])[CH2:63][CH2:62]3)=[O:24])[N:21]=2)[CH:7]=[N:6]1)([CH3:3])([CH3:2])[CH3:4]. (10) Given the reactants [Cl:1][C:2]1[N:10]=[C:9]2[C:5]([N:6]=[C:7]([CH2:12][CH:13]=O)[N:8]2[CH3:11])=[C:4]([N:15]2[CH2:20][CH2:19][O:18][CH2:17][CH2:16]2)[N:3]=1.[CH3:21][C:22]1([OH:28])[CH2:27][CH2:26][NH:25][CH2:24][CH2:23]1.C(OC)(OC)OC.C(O)(=O)C.C(O[BH-](OC(=O)C)OC(=O)C)(=O)C.[Na+], predict the reaction product. The product is: [Cl:1][C:2]1[N:10]=[C:9]2[C:5]([N:6]=[C:7]([CH2:12][CH2:13][N:25]3[CH2:26][CH2:27][C:22]([CH3:21])([OH:28])[CH2:23][CH2:24]3)[N:8]2[CH3:11])=[C:4]([N:15]2[CH2:20][CH2:19][O:18][CH2:17][CH2:16]2)[N:3]=1.